Task: Predict the reactants needed to synthesize the given product.. Dataset: Full USPTO retrosynthesis dataset with 1.9M reactions from patents (1976-2016) (1) The reactants are: [C:1]1([CH2:7][CH2:8][C:9](OCC2C=CC=CC=2)=O)[CH:6]=[CH:5][CH:4]=[CH:3][CH:2]=1.[NH2:19][C@H:20]([CH2:24][OH:25])[CH:21]([CH3:23])[CH3:22]. Given the product [CH:21]([C@H:20]1[CH2:24][O:25][C:9]([CH2:8][CH2:7][C:1]2[CH:6]=[CH:5][CH:4]=[CH:3][CH:2]=2)=[N:19]1)([CH3:23])[CH3:22], predict the reactants needed to synthesize it. (2) Given the product [NH:1]1[C:9]2[C:4](=[CH:5][CH:6]=[CH:7][CH:8]=2)[C:3](/[CH:10]=[C:11]2\[O:12][C:13]3[C:20]([CH2:21][N:22]4[CH2:23][CH2:24][NH:25][CH2:26][CH2:27]4)=[C:19]([O:35][CH2:36][CH2:37][CH3:38])[CH:18]=[CH:17][C:14]=3[C:15]\2=[O:16])=[N:2]1, predict the reactants needed to synthesize it. The reactants are: [NH:1]1[C:9]2[C:4](=[CH:5][CH:6]=[CH:7][CH:8]=2)[C:3](/[CH:10]=[C:11]2\[O:12][C:13]3[C:20]([CH2:21][N:22]4[CH2:27][CH2:26][N:25](C(OC(C)(C)C)=O)[CH2:24][CH2:23]4)=[C:19]([O:35][CH2:36][CH2:37][CH3:38])[CH:18]=[CH:17][C:14]=3[C:15]\2=[O:16])=[N:2]1.FC(F)(F)C(O)=O.C(=O)([O-])O.[Na+].